This data is from Forward reaction prediction with 1.9M reactions from USPTO patents (1976-2016). The task is: Predict the product of the given reaction. (1) Given the reactants [CH:1]1[CH:9]=[CH:8][C:7]2[C:3](=[N:4][O:5][N+:6]=2[O-:10])[CH:2]=1.C1CC[N:19]2[C:14](=[N:15]CCC2)CC1.N#CN.C(O)(=O)C.CS(O)(=O)=O.C([O-])(=O)C.[Na+], predict the reaction product. The product is: [CH:1]1[CH:9]=[CH:8][C:7]2[N+:6]([O-:10])=[N:15][C:14]([NH2:19])=[N+:4]([O-:5])[C:3]=2[CH:2]=1. (2) Given the reactants [OH:1][C:2]1[CH:9]=[C:8]([N+:10]([O-:12])=[O:11])[CH:7]=[CH:6][C:3]=1[C:4]#[N:5].C([O-])([O-])=O.[K+].[K+].[Br:19][CH2:20][CH2:21]Br, predict the reaction product. The product is: [Br:19][CH2:20][CH2:21][O:1][C:2]1[CH:9]=[C:8]([N+:10]([O-:12])=[O:11])[CH:7]=[CH:6][C:3]=1[C:4]#[N:5].